Dataset: Catalyst prediction with 721,799 reactions and 888 catalyst types from USPTO. Task: Predict which catalyst facilitates the given reaction. (1) Reactant: [Cl:1][C:2]1[CH:7]=[CH:6][C:5]([C@H:8](O)[C@@H:9]([C:24]2[CH:25]=[N:26][CH:27]=[C:28]([Cl:30])[CH:29]=2)[CH2:10][C@:11]([CH3:23])([CH2:20][CH:21]=[CH2:22])[C:12]([NH:14][C@@H:15]([CH2:18][CH3:19])[CH2:16][OH:17])=[O:13])=[CH:4][CH:3]=1.ClC1C=CC([C@@H](O)[C@H](C2C=NC=C(Cl)C=2)C[C@@](C)(CC=C)C(N[C@@H](CC)CO)=O)=CC=1.C(N(CC)CC)C.Cl.CN(C)C.CC1C=CC(S(OS(C2C=CC(C)=CC=2)(=O)=O)(=O)=O)=CC=1. Product: [CH2:20]([C@@:11]1([CH3:23])[CH2:10][C@H:9]([C:24]2[CH:25]=[N:26][CH:27]=[C:28]([Cl:30])[CH:29]=2)[C@@H:8]([C:5]2[CH:6]=[CH:7][C:2]([Cl:1])=[CH:3][CH:4]=2)[N:14]([C@@H:15]([CH2:18][CH3:19])[CH2:16][OH:17])[C:12]1=[O:13])[CH:21]=[CH2:22]. The catalyst class is: 759. (2) Reactant: [C:1]1([C:7]2[N:8]=[CH:9][N:10]([C:12]([C:25]3[CH:30]=[CH:29][CH:28]=[CH:27][CH:26]=3)([C:19]3[CH:24]=[CH:23][CH:22]=[CH:21][CH:20]=3)[C:13]3[CH:18]=[CH:17][CH:16]=[CH:15][CH:14]=3)[CH:11]=2)[CH:6]=[CH:5][CH:4]=[CH:3][CH:2]=1.[Li]CCCC.[Si:36]([O:43][C:44]1[C:45]([F:54])=[C:46]([CH:49]=[C:50]([CH2:52][CH3:53])[CH:51]=1)[CH:47]=[O:48])([C:39]([CH3:42])([CH3:41])[CH3:40])([CH3:38])[CH3:37]. Product: [Si:36]([O:43][C:44]1[C:45]([F:54])=[C:46]([CH:47]([C:9]2[N:10]([C:12]([C:25]3[CH:26]=[CH:27][CH:28]=[CH:29][CH:30]=3)([C:13]3[CH:18]=[CH:17][CH:16]=[CH:15][CH:14]=3)[C:19]3[CH:20]=[CH:21][CH:22]=[CH:23][CH:24]=3)[CH:11]=[C:7]([C:1]3[CH:6]=[CH:5][CH:4]=[CH:3][CH:2]=3)[N:8]=2)[OH:48])[CH:49]=[C:50]([CH2:52][CH3:53])[CH:51]=1)([C:39]([CH3:40])([CH3:42])[CH3:41])([CH3:38])[CH3:37]. The catalyst class is: 1. (3) Reactant: C(N(S(F)(F)[F:7])CC)C.[C:10]1([CH2:16][CH2:17][CH2:18]O)[CH:15]=[CH:14][CH:13]=[CH:12][CH:11]=1. Product: [F:7][CH2:18][CH2:17][CH2:16][C:10]1[CH:15]=[CH:14][CH:13]=[CH:12][CH:11]=1. The catalyst class is: 4.